This data is from Catalyst prediction with 721,799 reactions and 888 catalyst types from USPTO. The task is: Predict which catalyst facilitates the given reaction. Reactant: C(OC([N:8]1[CH2:13][CH2:12][CH2:11][CH2:10][CH:9]1[CH2:14][CH2:15][N:16]([CH:23]1[CH2:31][C:30]2[C:25](=[CH:26][CH:27]=[CH:28][CH:29]=2)[CH2:24]1)[C:17]1[N:22]=[CH:21][CH:20]=[CH:19][N:18]=1)=O)(C)(C)C. Product: [CH2:24]1[C:25]2[C:30](=[CH:29][CH:28]=[CH:27][CH:26]=2)[CH2:31][CH:23]1[N:16]([C:17]1[N:18]=[CH:19][CH:20]=[CH:21][N:22]=1)[CH2:15][CH2:14][CH:9]1[CH2:10][CH2:11][CH2:12][CH2:13][NH:8]1. The catalyst class is: 89.